Dataset: Full USPTO retrosynthesis dataset with 1.9M reactions from patents (1976-2016). Task: Predict the reactants needed to synthesize the given product. (1) Given the product [OH:40][CH2:39][CH2:38][S:35]([CH2:34][CH2:33][NH:32][C:28]([C:25]1[CH2:24][CH2:23][NH:22][C:21]2[N:20]=[CH:19][N:18]=[C:17]([NH:16][C:4]3[CH:5]=[CH:6][C:7]([O:8][C:9]4[CH:10]=[N:11][C:12]([CH3:15])=[CH:13][CH:14]=4)=[C:2]([CH3:1])[CH:3]=3)[C:27]=2[CH:26]=1)=[O:30])(=[O:37])=[O:36], predict the reactants needed to synthesize it. The reactants are: [CH3:1][C:2]1[CH:3]=[C:4]([NH:16][C:17]2[C:27]3[CH:26]=[C:25]([C:28]([OH:30])=O)[CH2:24][CH2:23][NH:22][C:21]=3[N:20]=[CH:19][N:18]=2)[CH:5]=[CH:6][C:7]=1[O:8][C:9]1[CH:10]=[N:11][C:12]([CH3:15])=[CH:13][CH:14]=1.Cl.[NH2:32][CH2:33][CH2:34][S:35]([CH2:38][CH2:39][OH:40])(=[O:37])=[O:36].Cl.C(N=C=NCCCN(C)C)C.O.ON1C2C=CC=CC=2N=N1. (2) Given the product [N:1]1([C:13]([O:15][C:16]2[CH:21]=[CH:20][CH:19]=[CH:18][CH:17]=2)=[O:14])[CH2:4][CH2:3][CH2:2]1, predict the reactants needed to synthesize it. The reactants are: [NH:1]1[CH2:4][CH2:3][CH2:2]1.C(N(CC)CC)C.Cl[C:13]([O:15][C:16]1[CH:21]=[CH:20][CH:19]=[CH:18][CH:17]=1)=[O:14]. (3) The reactants are: [CH:1]1([S:4]([NH:7][C:8]([C:10]2([NH:15][C:16]([C@@H:18]3[CH2:22][C@@H:21]([O:23][C:24]4[C:25]5[O:42][C:41]6[CH:43]=[CH:44][CH:45]=[CH:46][C:40]=6[C:26]=5[N:27]=[C:28]([C:30]5[CH:35]=[CH:34][C:33]([O:36][CH:37]([CH3:39])[CH3:38])=[CH:32][CH:31]=5)[N:29]=4)[CH2:20][N:19]3[C:47](=[O:61])[C@@H:48]([NH:53]C(=O)OC(C)(C)C)[C:49]([CH3:52])([CH3:51])[CH3:50])=[O:17])[CH2:12][C@H:11]2[CH:13]=[CH2:14])=[O:9])(=[O:6])=[O:5])[CH2:3][CH2:2]1.[ClH:62].O1CCOCC1. Given the product [ClH:62].[NH2:53][C@@H:48]([C:49]([CH3:50])([CH3:51])[CH3:52])[C:47]([N:19]1[CH2:20][C@H:21]([O:23][C:24]2[C:25]3[O:42][C:41]4[CH:43]=[CH:44][CH:45]=[CH:46][C:40]=4[C:26]=3[N:27]=[C:28]([C:30]3[CH:31]=[CH:32][C:33]([O:36][CH:37]([CH3:39])[CH3:38])=[CH:34][CH:35]=3)[N:29]=2)[CH2:22][C@H:18]1[C:16]([NH:15][C:10]1([C:8](=[O:9])[NH:7][S:4]([CH:1]2[CH2:3][CH2:2]2)(=[O:6])=[O:5])[CH2:12][C@H:11]1[CH:13]=[CH2:14])=[O:17])=[O:61], predict the reactants needed to synthesize it. (4) Given the product [Cl:19][C:20]1[CH:25]=[CH:24][N:23]=[C:22]([O:12][C:8]2[CH:9]=[C:10]([CH3:11])[C:5]3[CH:4]([CH2:13][C:14]([O:16][CH2:17][CH3:18])=[O:15])[O:3][B:2]([OH:1])[C:6]=3[CH:7]=2)[CH:21]=1, predict the reactants needed to synthesize it. The reactants are: [OH:1][B:2]1[C:6]2[CH:7]=[C:8]([OH:12])[CH:9]=[C:10]([CH3:11])[C:5]=2[CH:4]([CH2:13][C:14]([O:16][CH2:17][CH3:18])=[O:15])[O:3]1.[Cl:19][C:20]1[CH:25]=[CH:24][N:23]=[C:22]([N+]([O-])=O)[CH:21]=1.C(=O)([O-])[O-].[Cs+].[Cs+]. (5) Given the product [Cl:9][C:6]1[CH:7]=[CH:8][C:3]([CH:14]2[CH2:15][CH2:16][N:11]([CH3:10])[CH2:12][CH:13]2[C:17]([O:19][CH3:20])=[O:18])=[CH:4][CH:5]=1, predict the reactants needed to synthesize it. The reactants are: Br[Mg][C:3]1[CH:8]=[CH:7][C:6]([Cl:9])=[CH:5][CH:4]=1.[CH3:10][N:11]1[CH2:16][CH2:15][CH:14]=[C:13]([C:17]([O:19][CH3:20])=[O:18])[CH2:12]1. (6) Given the product [CH3:1][O:2][C:3]([C:5]1[S:27][C:8]2=[C:9]([C:28]#[N:29])[N:10]=[CH:11][C:12]([NH:13][C:14]3[CH:19]=[CH:18][C:17]([C:20]4[CH:25]=[CH:24][CH:23]=[CH:22][CH:21]=4)=[CH:16][CH:15]=3)=[C:7]2[CH:6]=1)=[O:4], predict the reactants needed to synthesize it. The reactants are: [CH3:1][O:2][C:3]([C:5]1[S:27][C:8]2=[C:9](Cl)[N:10]=[CH:11][C:12]([NH:13][C:14]3[CH:19]=[CH:18][C:17]([C:20]4[CH:25]=[CH:24][CH:23]=[CH:22][CH:21]=4)=[CH:16][CH:15]=3)=[C:7]2[CH:6]=1)=[O:4].[CH3:28][N:29](C=O)C. (7) Given the product [Br:1][C:2]1[CH:3]=[C:4]([NH:9][C:10]2[N:15]=[C:14]([C:16](=[O:18])[CH3:17])[CH:13]=[CH:12][N:11]=2)[CH:5]=[C:6]([CH3:8])[CH:7]=1, predict the reactants needed to synthesize it. The reactants are: [Br:1][C:2]1[CH:3]=[C:4]([NH:9][C:10]2[N:15]=[C:14]([CH:16]([OH:18])[CH3:17])[CH:13]=[CH:12][N:11]=2)[CH:5]=[C:6]([CH3:8])[CH:7]=1.CC(OI1(OC(C)=O)(OC(C)=O)OC(=O)C2C=CC=CC1=2)=O. (8) Given the product [Br:1][C:2]1[CH:3]=[C:4]([C:9]2[N:31]=[CH:30][NH:35][C:10]=2[C:11]2[CH:16]=[CH:15][CH:14]=[C:13]([CH3:17])[N:12]=2)[CH:5]=[CH:6][C:7]=1[F:8], predict the reactants needed to synthesize it. The reactants are: [Br:1][C:2]1[CH:3]=[C:4]([C:9](=O)[CH2:10][C:11]2[CH:16]=[CH:15][CH:14]=[C:13]([CH3:17])[N:12]=2)[CH:5]=[CH:6][C:7]=1[F:8].Br.C(=O)(O)[O-].[Na+].C([O-])(=O)C.[NH4+].[CH2:30]1[N:35]2CN3CN(C2)C[N:31]1C3.